The task is: Predict the product of the given reaction.. This data is from Forward reaction prediction with 1.9M reactions from USPTO patents (1976-2016). Given the reactants NCCCNCCCCNCCCN.C=CN1C(=[O:22])CCC1.C([O-])(=O)CCCCCCCCCCC.[Na+].[OH-].[Na+].CC(=CCC/C(=C/CO)/C)C.CCCCCCCCCCCCCCCC([O:68][CH2:69][CH:70]([OH:78])[C@H:71]1[O:75][CH2:74][C@H:73]([OH:76])[C@H:72]1[OH:77])=O, predict the reaction product. The product is: [O:22]=[CH:74][C@@H:73]([C@H:72]([C@@H:71]([C@@H:70]([CH2:69][OH:68])[OH:78])[OH:75])[OH:77])[OH:76].